From a dataset of Full USPTO retrosynthesis dataset with 1.9M reactions from patents (1976-2016). Predict the reactants needed to synthesize the given product. (1) Given the product [CH2:23]([C:6]1[N:7]=[C:8]([Cl:15])[C:9]2[C:14]([C:5]=1[OH:4])=[CH:13][CH:12]=[CH:11][CH:10]=2)[CH:19]=[CH2:21], predict the reactants needed to synthesize it. The reactants are: C([O:4][C:5]1[C:14]2[C:9](=[CH:10][CH:11]=[CH:12][CH:13]=2)[C:8]([Cl:15])=[N:7][CH:6]=1)C=C.CCO[C:19]([CH3:21])=O.O.[CH3:23]OCCOCCOC. (2) Given the product [CH2:14]([C:17]1[C:18]([OH:25])=[C:19]([CH:22]=[CH:23][CH:24]=1)[CH2:20][N:4]1[CH2:5][CH2:6][N:1]([C:7]2[N:12]=[CH:11][NH:10][C:9](=[O:13])[CH:8]=2)[CH2:2][CH2:3]1)[CH:15]=[CH2:16], predict the reactants needed to synthesize it. The reactants are: [N:1]1([C:7]2[N:12]=[CH:11][NH:10][C:9](=[O:13])[CH:8]=2)[CH2:6][CH2:5][NH:4][CH2:3][CH2:2]1.[CH2:14]([C:17]1[CH:24]=[CH:23][CH:22]=[C:19]([CH:20]=O)[C:18]=1[OH:25])[CH:15]=[CH2:16]. (3) Given the product [F:33][C:30]([F:31])([F:32])[C:22]1[CH:21]=[C:20]([C@H:18]([O:17][C@@H:7]2[C@@H:8]([C:10]3[CH:15]=[CH:14][CH:13]=[CH:12][C:11]=3[CH3:16])[C@H:9]3[N:5]([C:4](=[O:34])[CH:3]([N:45]4[CH2:50][CH2:49][C:48](=[O:51])[CH2:47][CH2:46]4)[CH2:2]3)[CH2:6]2)[CH3:19])[CH:25]=[C:24]([C:26]([F:28])([F:29])[F:27])[CH:23]=1, predict the reactants needed to synthesize it. The reactants are: N[CH:2]1[CH:9]2[N:5]([CH2:6][CH:7]([O:17][C@@H:18]([C:20]3[CH:25]=[C:24]([C:26]([F:29])([F:28])[F:27])[CH:23]=[C:22]([C:30]([F:33])([F:32])[F:31])[CH:21]=3)[CH3:19])[CH:8]2[C:10]2[CH:15]=[CH:14][CH:13]=[CH:12][C:11]=2[CH3:16])[C:4](=[O:34])[CH2:3]1.O.C([O-])([O-])=O.[K+].[K+].[I-].C([N+:45]1(C)[CH2:50][CH2:49][C:48](=[O:51])[CH2:47][CH2:46]1)C. (4) Given the product [CH:1]1([N:5]2[CH2:6][CH2:7][CH:8]([CH2:11][CH:12]3[CH2:17][CH2:16][NH:15][CH2:14][CH2:13]3)[CH2:9][CH2:10]2)[CH2:4][CH2:3][CH2:2]1, predict the reactants needed to synthesize it. The reactants are: [CH:1]1([N:5]2[CH2:10][CH2:9][CH:8]([CH2:11][CH:12]3[CH2:17][CH2:16][N:15](C(OC(C)(C)C)=O)[CH2:14][CH2:13]3)[CH2:7][CH2:6]2)[CH2:4][CH2:3][CH2:2]1. (5) Given the product [S:30]1[CH:31]=[C:27]([CH2:26][N:16]([C@@H:17]([CH3:25])[CH:18]([O:19][CH2:20][CH3:21])[O:22][CH2:23][CH3:24])[C:14](=[O:15])[C@@H:13]([NH:12][C:8](=[O:10])[CH2:7][O:6][NH:5][C:4]([NH:3][CH2:1][CH3:2])=[O:11])[CH2:36][C:37]2[CH:38]=[CH:39][C:40]([O:43][C:44]([CH3:45])([CH3:47])[CH3:46])=[CH:41][CH:42]=2)[C:28]2[CH:35]=[CH:34][CH:33]=[CH:32][C:29]1=2, predict the reactants needed to synthesize it. The reactants are: [CH2:1]([NH:3][C:4](=[O:11])[NH:5][O:6][CH2:7][C:8]([OH:10])=O)[CH3:2].[NH2:12][C@@H:13]([CH2:36][C:37]1[CH:42]=[CH:41][C:40]([O:43][C:44]([CH3:47])([CH3:46])[CH3:45])=[CH:39][CH:38]=1)[C:14]([N:16]([CH2:26][C:27]1[C:28]2[CH:35]=[CH:34][CH:33]=[CH:32][C:29]=2[S:30][CH:31]=1)[C@@H:17]([CH3:25])[CH:18]([O:22][CH2:23][CH3:24])[O:19][CH2:20][CH3:21])=[O:15]. (6) Given the product [CH3:4][C:2]([C:5]#[C:6]/[CH:7]=[CH:8]/[CH2:9][N:10]([CH2:12][C:13]1[CH:14]=[CH:15][CH:16]=[C:17]2[CH:22]=[CH:21][CH:20]=[CH:19][C:18]=12)[CH3:11])([CH3:1])[CH3:3].[ClH:23], predict the reactants needed to synthesize it. The reactants are: [CH3:1][C:2]([C:5]#[C:6]/[CH:7]=[CH:8]/[CH2:9][N:10]([CH2:12][C:13]1[CH:14]=[CH:15][CH:16]=[C:17]2[CH:22]=[CH:21][CH:20]=[CH:19][C:18]=12)[CH3:11])([CH3:4])[CH3:3].[Cl:23]CC=CC#CC(C)(C)C.Cl.CC(C)(C)C#CC(O)C=C.CNCC1C2C(=CC=CC=2)C=CC=1.C(N(CC)C(C)C)(C)C.